Dataset: NCI-60 drug combinations with 297,098 pairs across 59 cell lines. Task: Regression. Given two drug SMILES strings and cell line genomic features, predict the synergy score measuring deviation from expected non-interaction effect. (1) Drug 1: CCCCC(=O)OCC(=O)C1(CC(C2=C(C1)C(=C3C(=C2O)C(=O)C4=C(C3=O)C=CC=C4OC)O)OC5CC(C(C(O5)C)O)NC(=O)C(F)(F)F)O. Drug 2: CCC1(C2=C(COC1=O)C(=O)N3CC4=CC5=C(C=CC(=C5CN(C)C)O)N=C4C3=C2)O.Cl. Cell line: SK-MEL-5. Synergy scores: CSS=54.4, Synergy_ZIP=-2.39, Synergy_Bliss=-3.99, Synergy_Loewe=-5.10, Synergy_HSA=-0.0469. (2) Drug 1: CN(CC1=CN=C2C(=N1)C(=NC(=N2)N)N)C3=CC=C(C=C3)C(=O)NC(CCC(=O)O)C(=O)O. Drug 2: C1C(C(OC1N2C=NC3=C(N=C(N=C32)Cl)N)CO)O. Cell line: SNB-75. Synergy scores: CSS=13.3, Synergy_ZIP=-3.44, Synergy_Bliss=-1.18, Synergy_Loewe=-1.14, Synergy_HSA=-0.675. (3) Drug 1: CN1CCC(CC1)COC2=C(C=C3C(=C2)N=CN=C3NC4=C(C=C(C=C4)Br)F)OC. Drug 2: CC1CCC2CC(C(=CC=CC=CC(CC(C(=O)C(C(C(=CC(C(=O)CC(OC(=O)C3CCCCN3C(=O)C(=O)C1(O2)O)C(C)CC4CCC(C(C4)OC)O)C)C)O)OC)C)C)C)OC. Cell line: NCI-H322M. Synergy scores: CSS=52.9, Synergy_ZIP=-3.78, Synergy_Bliss=0.340, Synergy_Loewe=1.60, Synergy_HSA=2.98.